This data is from Reaction yield outcomes from USPTO patents with 853,638 reactions. The task is: Predict the reaction yield, written as a fraction of the theoretical maximum amount of product (1.0 means a 100% yield; for example, 0.34 means a 34% yield). (1) The reactants are Cl[C:2]1[CH:3]=[CH:4][C:5]([OH:16])=[C:6]([C:8](=[O:15])[CH2:9][C:10](OCC)=O)[CH:7]=1.FC(F)(F)C(OC(=O)C(F)(F)F)=O.C(=O)([O-])[O-].[K+].[K+].Cl. The catalyst is C1(C)C=CC=CC=1. The product is [O:15]=[C:8]1[C:6]2[CH:7]=[CH:2][CH:3]=[CH:4][C:5]=2[O:16][CH:10]=[CH:9]1. The yield is 0.560. (2) The reactants are Br[C:2]1[N:7]=[C:6]([C:8]([N:10]2[CH2:15][CH2:14][N:13]([CH:16]([CH3:18])[CH3:17])[CH2:12][CH2:11]2)=[O:9])[CH:5]=[CH:4][CH:3]=1.BrC1N=[C:24]([C:26]([OH:28])=O)C=CC=1.[CH:29](N1CCNCC1)([CH3:31])[CH3:30].[ClH:38].CN(C)CCCN=C=NCC.ON1C2C=CC=CC=2N=N1.CCN(C(C)C)C(C)C.[CH2:69]([Cl:71])Cl. The catalyst is O. The product is [Cl:71][C:69]1[CH:24]=[C:26]([CH:31]=[CH:29][C:30]=1[Cl:38])[O:28][C:2]1[N:7]=[C:6]([C:8]([N:10]2[CH2:15][CH2:14][N:13]([CH:16]([CH3:18])[CH3:17])[CH2:12][CH2:11]2)=[O:9])[CH:5]=[CH:4][CH:3]=1. The yield is 0.540.